Dataset: Forward reaction prediction with 1.9M reactions from USPTO patents (1976-2016). Task: Predict the product of the given reaction. (1) The product is: [F:1][C:2]1[C:7]([F:8])=[CH:6][CH:5]=[CH:4][C:3]=1[C:9]1[CH:10]=[C:11]2[C:16](=[CH:17][CH:18]=1)[N:15]=[C:14]([C:19]1[CH:20]=[N:21][CH:22]=[CH:23][CH:24]=1)[N:13]=[C:12]2[N:25]1[C:33]2[C:28](=[CH:29][C:30]([NH2:34])=[CH:31][CH:32]=2)[CH2:27][CH2:26]1. Given the reactants [F:1][C:2]1[C:7]([F:8])=[CH:6][CH:5]=[CH:4][C:3]=1[C:9]1[CH:10]=[C:11]2[C:16](=[CH:17][CH:18]=1)[N:15]=[C:14]([C:19]1[CH:20]=[N:21][CH:22]=[CH:23][CH:24]=1)[N:13]=[C:12]2[N:25]1[C:33]2[C:28](=[CH:29][C:30]([N+:34]([O-])=O)=[CH:31][CH:32]=2)[CH2:27][CH2:26]1, predict the reaction product. (2) The product is: [F:25][C:22]1[CH:23]=[CH:24][C:19](/[CH:18]=[CH:17]/[C:14]2[CH:15]=[CH:16][C:11]([S:8]([C:7]3[C:2]([NH:27][CH3:26])=[N:3][CH:4]=[CH:5][CH:6]=3)(=[O:10])=[O:9])=[CH:12][CH:13]=2)=[CH:20][CH:21]=1. Given the reactants F[C:2]1[C:7]([S:8]([C:11]2[CH:16]=[CH:15][C:14](/[CH:17]=[CH:18]/[C:19]3[CH:24]=[CH:23][C:22]([F:25])=[CH:21][CH:20]=3)=[CH:13][CH:12]=2)(=[O:10])=[O:9])=[CH:6][CH:5]=[CH:4][N:3]=1.[CH3:26][NH2:27], predict the reaction product. (3) The product is: [CH3:39][O:38][C:34]1[CH:33]=[C:32]([CH:37]=[CH:36][CH:35]=1)[CH2:31][O:1][C:2]1[CH:3]=[C:4]([C:8]2[C:17]3[C:12](=[C:13]([C:18]([F:21])([F:19])[F:20])[CH:14]=[CH:15][CH:16]=3)[N:11]=[CH:10][C:9]=2[C:22]([C:24]2[CH:25]=[CH:26][CH:27]=[CH:28][CH:29]=2)=[O:23])[CH:5]=[CH:6][CH:7]=1. Given the reactants [OH:1][C:2]1[CH:3]=[C:4]([C:8]2[C:17]3[C:12](=[C:13]([C:18]([F:21])([F:20])[F:19])[CH:14]=[CH:15][CH:16]=3)[N:11]=[CH:10][C:9]=2[C:22]([C:24]2[CH:29]=[CH:28][CH:27]=[CH:26][CH:25]=2)=[O:23])[CH:5]=[CH:6][CH:7]=1.Br[CH2:31][C:32]1[CH:37]=[CH:36][CH:35]=[C:34]([O:38][CH3:39])[CH:33]=1, predict the reaction product. (4) Given the reactants [C:1]1([C:7]#[C:8][C:9]2[CH:28]=[CH:27][C:12]([CH2:13][NH:14][C:15]([C:17]3[CH:18]=[C:19]4[C:24](=[CH:25][CH:26]=3)[N:23]=[CH:22][CH:21]=[CH:20]4)=[O:16])=[CH:11][CH:10]=2)[CH:6]=[CH:5][CH:4]=[CH:3][CH:2]=1.N1C2C(=CC=CC=2)C=CC=1, predict the reaction product. The product is: [CH:8](/[C:9]1[CH:28]=[CH:27][C:12]([CH2:13][NH:14][C:15]([C:17]2[CH:18]=[C:19]3[C:24](=[CH:25][CH:26]=2)[N:23]=[CH:22][CH:21]=[CH:20]3)=[O:16])=[CH:11][CH:10]=1)=[CH:7]/[C:1]1[CH:2]=[CH:3][CH:4]=[CH:5][CH:6]=1. (5) Given the reactants C[O:2][C:3](=[O:21])[CH2:4][CH2:5][N:6]1[C:11]2[CH:12]=[C:13]([Cl:16])[CH:14]=[CH:15][C:10]=2[O:9][CH:8]([CH:17]([CH3:19])[CH3:18])[C:7]1=[O:20].[OH-].[Na+], predict the reaction product. The product is: [Cl:16][C:13]1[CH:14]=[CH:15][C:10]2[O:9][CH:8]([CH:17]([CH3:19])[CH3:18])[C:7](=[O:20])[N:6]([CH2:5][CH2:4][C:3]([OH:21])=[O:2])[C:11]=2[CH:12]=1. (6) Given the reactants [Cl:1][C:2]1[C:7]([CH:8]=[O:9])=[C:6]([Cl:10])[N:5]=[CH:4][N:3]=1.S(Cl)([Cl:14])(=O)=O.CC(N=NC(C#N)(C)C)(C#N)C, predict the reaction product. The product is: [Cl:1][C:2]1[C:7]([C:8]([Cl:14])=[O:9])=[C:6]([Cl:10])[N:5]=[CH:4][N:3]=1. (7) Given the reactants [CH3:1][O:2][C:3]1[C:8]2[N:9]=[CH:10][S:11][C:7]=2[CH:6]=[CH:5][CH:4]=1.C(O[C:17](=O)[NH:18][C@H:19]1[CH2:24][CH2:23][C@H:22]([C:25](=[O:30])N(OC)C)[CH2:21][CH2:20]1)(C)(C)C.[O:32]1[C:37]2[CH:38]=[CH:39][C:40](C=O)=[CH:41][C:36]=2[O:35][CH2:34][CH2:33]1, predict the reaction product. The product is: [O:32]1[C:37]2[CH:38]=[CH:39][C:40]([CH2:17][NH:18][C@H:19]3[CH2:20][CH2:21][C@H:22]([C:25]([C:10]4[S:11][C:7]5[CH:6]=[CH:5][CH:4]=[C:3]([O:2][CH3:1])[C:8]=5[N:9]=4)=[O:30])[CH2:23][CH2:24]3)=[CH:41][C:36]=2[O:35][CH2:34][CH2:33]1. (8) Given the reactants [S:1](=[O:36])(=[O:35])([O:3][C:4]1[CH:9]=[CH:8][CH:7]=[C:6]([C:10]2[N:11]=[CH:12][N:13]([C:15](=[O:34])[N:16]([CH:18]3[CH2:23][CH2:22][N:21]([CH2:24][C:25]4[CH:30]=[CH:29][C:28]([F:31])=[C:27]([O:32][CH3:33])[CH:26]=4)[CH2:20][CH2:19]3)[CH3:17])[CH:14]=2)[CH:5]=1)[NH2:2].[ClH:37], predict the reaction product. The product is: [ClH:37].[S:1](=[O:36])(=[O:35])([O:3][C:4]1[CH:9]=[CH:8][CH:7]=[C:6]([C:10]2[N:11]=[CH:12][N:13]([C:15](=[O:34])[N:16]([CH:18]3[CH2:23][CH2:22][N:21]([CH2:24][C:25]4[CH:30]=[CH:29][C:28]([F:31])=[C:27]([O:32][CH3:33])[CH:26]=4)[CH2:20][CH2:19]3)[CH3:17])[CH:14]=2)[CH:5]=1)[NH2:2].